This data is from Reaction yield outcomes from USPTO patents with 853,638 reactions. The task is: Predict the reaction yield, written as a fraction of the theoretical maximum amount of product (1.0 means a 100% yield; for example, 0.34 means a 34% yield). The reactants are [Cl:1][C:2]1[N:7]=[C:6]([NH2:8])[N:5]=[C:4]([NH2:9])[CH:3]=1.[C:10]([C:13]1[CH:18]=[CH:17][C:16](B(O)O)=[CH:15][CH:14]=1)([OH:12])=[O:11].C(O)C.C(=O)([O-])[O-].[Na+].[Na+]. The catalyst is C1(C)C=CC=CC=1.C1(C=CC=CC=1)[P](C1C=CC=CC=1)(C1C=CC=CC=1)[Pd][P](C1C=CC=CC=1)(C1C=CC=CC=1)C1C=CC=CC=1.O.C(OCC)(=O)C. The product is [ClH:1].[NH2:8][C:6]1[N:5]=[C:4]([NH2:9])[CH:3]=[C:2]([C:16]2[CH:17]=[CH:18][C:13]([C:10]([OH:12])=[O:11])=[CH:14][CH:15]=2)[N:7]=1. The yield is 0.540.